Dataset: Full USPTO retrosynthesis dataset with 1.9M reactions from patents (1976-2016). Task: Predict the reactants needed to synthesize the given product. Given the product [Si:1]([O:18][CH2:19][C:20]1[C:21]([N:35]2[CH2:40][C@H:39]([CH3:41])[O:38][C@H:37]([CH3:42])[CH2:36]2)=[C:22]([F:34])[C:23]2[O:27][N:26]=[C:25]([C:28]([NH:46][CH:44]([CH3:45])[CH3:43])=[O:30])[C:24]=2[CH:33]=1)([C:14]([CH3:17])([CH3:15])[CH3:16])([C:8]1[CH:9]=[CH:10][CH:11]=[CH:12][CH:13]=1)[C:2]1[CH:3]=[CH:4][CH:5]=[CH:6][CH:7]=1, predict the reactants needed to synthesize it. The reactants are: [Si:1]([O:18][CH2:19][C:20]1[C:21]([N:35]2[CH2:40][C@H:39]([CH3:41])[O:38][C@H:37]([CH3:42])[CH2:36]2)=[C:22]([F:34])[C:23]2[O:27][N:26]=[C:25]([C:28]([O:30]CC)=O)[C:24]=2[CH:33]=1)([C:14]([CH3:17])([CH3:16])[CH3:15])([C:8]1[CH:13]=[CH:12][CH:11]=[CH:10][CH:9]=1)[C:2]1[CH:7]=[CH:6][CH:5]=[CH:4][CH:3]=1.[CH3:43][CH:44]([NH2:46])[CH3:45].